The task is: Predict the product of the given reaction.. This data is from Forward reaction prediction with 1.9M reactions from USPTO patents (1976-2016). (1) The product is: [CH3:1][O:2][C:3]1[CH:4]=[C:5]([CH2:6][CH2:7][CH2:8][NH2:9])[CH:10]=[CH:11][C:12]=1[O:13][CH3:14]. Given the reactants [CH3:1][O:2][C:3]1[CH:4]=[C:5]([CH:10]=[CH:11][C:12]=1[O:13][CH3:14])[CH:6]=[CH:7][C:8]#[N:9], predict the reaction product. (2) Given the reactants [C:1]([CH2:4][N:5]([CH2:34][C:35]([OH:37])=O)[CH2:6][C:7]1[C:8]([C:28]2[CH:33]=[CH:32][CH:31]=[CH:30][CH:29]=2)=[N:9][C:10]2[C:15]([C:16]=1[C:17](=[O:27])[NH:18][C@H:19]([CH:21]1[CH2:26][CH2:25][CH2:24][CH2:23][CH2:22]1)[CH3:20])=[CH:14][CH:13]=[CH:12][CH:11]=2)([OH:3])=O.[NH3:38], predict the reaction product. The product is: [CH:21]1([C@@H:19]([NH:18][C:17]([C:16]2[C:15]3[C:10](=[CH:11][CH:12]=[CH:13][CH:14]=3)[N:9]=[C:8]([C:28]3[CH:33]=[CH:32][CH:31]=[CH:30][CH:29]=3)[C:7]=2[CH2:6][N:5]2[CH2:34][C:35](=[O:37])[NH:38][C:1](=[O:3])[CH2:4]2)=[O:27])[CH3:20])[CH2:26][CH2:25][CH2:24][CH2:23][CH2:22]1. (3) Given the reactants Cl.[NH2:2][CH:3]([C:8]1[CH:13]=[CH:12][C:11]([O:14][CH3:15])=[C:10]([O:16][CH2:17][CH3:18])[CH:9]=1)[CH2:4][CH:5]([OH:7])[CH3:6].[C:19]([NH:22][C:23]1[CH:33]=[CH:32][CH:31]=[C:25]2[C:26]([O:28][C:29](=O)[C:24]=12)=[O:27])(=[O:21])[CH3:20].C(N(CC)CC)C, predict the reaction product. The product is: [CH2:17]([O:16][C:10]1[CH:9]=[C:8]([CH:3]([N:2]2[C:29](=[O:28])[C:24]3[C:25](=[CH:31][CH:32]=[CH:33][C:23]=3[NH:22][C:19](=[O:21])[CH3:20])[C:26]2=[O:27])[CH2:4][CH:5]([OH:7])[CH3:6])[CH:13]=[CH:12][C:11]=1[O:14][CH3:15])[CH3:18]. (4) Given the reactants [CH3:1][CH:2]1[CH2:7][CH2:6][N:5]([C:8]2[CH:13]=[CH:12][C:11]([NH:14][C:15]3[N:16]=[CH:17][C:18]4[NH:23][C:22](=[O:24])[CH2:21][S:20][C:19]=4[N:25]=3)=[CH:10][CH:9]=2)[CH2:4][CH2:3]1.[N+:26]([C:29]1[CH:36]=[CH:35][C:32]([CH:33]=O)=[CH:31][CH:30]=1)([O-:28])=[O:27].C(N(CC)CC)C, predict the reaction product. The product is: [CH3:1][CH:2]1[CH2:7][CH2:6][N:5]([C:8]2[CH:9]=[CH:10][C:11]([NH:14][C:15]3[N:16]=[CH:17][C:18]4[NH:23][C:22](=[O:24])/[C:21](=[CH:33]\[C:32]5[CH:35]=[CH:36][C:29]([N+:26]([O-:28])=[O:27])=[CH:30][CH:31]=5)/[S:20][C:19]=4[N:25]=3)=[CH:12][CH:13]=2)[CH2:4][CH2:3]1. (5) Given the reactants [Sn](Cl)Cl.[CH2:4]([O:7][C:8]([NH:10][CH:11]([C:18]1[CH:23]=[CH:22][CH:21]=[C:20]([NH:24][S:25]([C:28]2[CH:33]=[CH:32][CH:31]=[C:30]([N+:34]([O-])=O)[CH:29]=2)(=[O:27])=[O:26])[CH:19]=1)[CH2:12][C:13]([O:15][CH2:16][CH3:17])=[O:14])=[O:9])[CH:5]=[CH2:6].[OH-].[Na+], predict the reaction product. The product is: [CH2:16]([O:15][C:13](=[O:14])[CH2:12][CH:11]([NH:10][C:8]([O:7][CH2:4][CH:5]=[CH2:6])=[O:9])[C:18]1[CH:23]=[CH:22][CH:21]=[C:20]([NH:24][S:25]([C:28]2[CH:33]=[CH:32][CH:31]=[C:30]([NH2:34])[CH:29]=2)(=[O:27])=[O:26])[CH:19]=1)[CH3:17]. (6) Given the reactants [Cl:1][C:2]1[CH:3]=[C:4]([CH:21]=[C:22]([Cl:25])[C:23]=1[OH:24])[CH2:5][C@H:6]([C:18]([OH:20])=O)[NH:7][C:8]([O:10][CH2:11][C:12]1[CH:17]=[CH:16][CH:15]=[CH:14][CH:13]=1)=[O:9].[CH3:26][C:27]([CH3:53])([O:29][C:30]([NH:32][CH2:33][CH2:34][CH2:35][CH2:36][C@@H:37]([C:39]([N:41]1[CH2:46][CH2:45][N:44]([C:47]2[CH:52]=[CH:51][N:50]=[CH:49][CH:48]=2)[CH2:43][CH2:42]1)=[O:40])[NH2:38])=[O:31])[CH3:28].CCN(C(C)C)C(C)C.CN(C(ON1N=NC2C=CC=CC1=2)=[N+](C)C)C.[B-](F)(F)(F)F.C1C=CC2N(O)N=NC=2C=1.ClCl, predict the reaction product. The product is: [C:12]1([CH2:11][O:10][C:8]([NH:7][C@@H:6]([C:18]([NH:38][C@H:37]([C:39]([N:41]2[CH2:46][CH2:45][N:44]([C:47]3[CH:48]=[CH:49][N:50]=[CH:51][CH:52]=3)[CH2:43][CH2:42]2)=[O:40])[CH2:36][CH2:35][CH2:34][CH2:33][NH:32][C:30]([O:29][C:27]([CH3:26])([CH3:53])[CH3:28])=[O:31])=[O:20])[CH2:5][C:4]2[CH:21]=[C:22]([Cl:25])[C:23]([OH:24])=[C:2]([Cl:1])[CH:3]=2)=[O:9])[CH:13]=[CH:14][CH:15]=[CH:16][CH:17]=1. (7) Given the reactants C(OC([N:8]1[CH2:13][CH2:12][N:11]2[C:14]([C:24]([F:27])([F:26])[F:25])=[N:15][C:16]([C:17]([CH:19]3[CH2:23][CH2:22][CH2:21][CH2:20]3)=[O:18])=[C:10]2[CH2:9]1)=O)(C)(C)C.Cl, predict the reaction product. The product is: [CH:19]1([C:17]([C:16]2[N:15]=[C:14]([C:24]([F:26])([F:25])[F:27])[N:11]3[CH2:12][CH2:13][NH:8][CH2:9][C:10]=23)=[O:18])[CH2:20][CH2:21][CH2:22][CH2:23]1.